Dataset: Forward reaction prediction with 1.9M reactions from USPTO patents (1976-2016). Task: Predict the product of the given reaction. (1) Given the reactants [CH3:1][O:2][C:3](=[O:18])[C:4]1[CH:9]=[C:8]([CH:10]=[O:11])[CH:7]=[C:6]([CH3:12])[C:5]=1[O:13][CH:14]1[CH2:17][CH2:16][CH2:15]1.[BH4-].[Na+], predict the reaction product. The product is: [CH3:1][O:2][C:3](=[O:18])[C:4]1[CH:9]=[C:8]([CH2:10][OH:11])[CH:7]=[C:6]([CH3:12])[C:5]=1[O:13][CH:14]1[CH2:15][CH2:16][CH2:17]1. (2) Given the reactants Br[C:2]1[C:3]2[N:4]([CH:9]=[CH:10][N:11]=2)[N:5]=[C:6]([Cl:8])[CH:7]=1.CC1C=CC(S(O)(=O)=O)=CC=1.[CH:23]1([NH2:26])[CH2:25][CH2:24]1, predict the reaction product. The product is: [Cl:8][C:6]1[CH:7]=[C:2]([NH:26][CH:23]2[CH2:25][CH2:24]2)[C:3]2[N:4]([CH:9]=[CH:10][N:11]=2)[N:5]=1.